Predict the product of the given reaction. From a dataset of Forward reaction prediction with 1.9M reactions from USPTO patents (1976-2016). (1) The product is: [NH:8]1[C:9]2[C:5](=[CH:4][CH:3]=[C:2]([C:19]3[CH:20]=[C:21]4[C:26](=[CH:27][CH:28]=3)[CH:25]=[C:24]([NH:29][C:30]([C:32]3[CH:36]=[CH:35][S:34][CH:33]=3)=[O:31])[CH:23]=[CH:22]4)[CH:10]=2)[CH:6]=[CH:7]1. Given the reactants Br[C:2]1[CH:10]=[C:9]2[C:5]([CH:6]=[CH:7][NH:8]2)=[CH:4][CH:3]=1.CC1(C)C(C)(C)OB([C:19]2[CH:20]=[C:21]3[C:26](=[CH:27][CH:28]=2)[CH:25]=[C:24]([NH:29][C:30]([C:32]2[CH:36]=[CH:35][S:34][CH:33]=2)=[O:31])[CH:23]=[CH:22]3)O1.C([O-])([O-])=O.[K+].[K+].O1CCOCC1, predict the reaction product. (2) Given the reactants [CH3:1][C:2]1([C:12]([O-])=[O:13])[CH2:7][CH2:6][CH:5]([C:8]([F:11])([F:10])[F:9])[CH2:4][CH2:3]1.[BH4-].[Li+].CO, predict the reaction product. The product is: [CH3:1][C:2]1([CH2:12][OH:13])[CH2:7][CH2:6][CH:5]([C:8]([F:9])([F:10])[F:11])[CH2:4][CH2:3]1.